Dataset: Full USPTO retrosynthesis dataset with 1.9M reactions from patents (1976-2016). Task: Predict the reactants needed to synthesize the given product. (1) Given the product [Br:10][CH2:11][CH2:12][CH2:13][O:9][C:3]1[CH:4]=[C:5]([F:8])[CH:6]=[CH:7][C:2]=1[F:1], predict the reactants needed to synthesize it. The reactants are: [F:1][C:2]1[CH:7]=[CH:6][C:5]([F:8])=[CH:4][C:3]=1[OH:9].[Br:10][CH2:11][CH2:12][CH2:13]Br. (2) The reactants are: [CH3:1][O:2][C:3]1[CH:11]=[C:10]2[C:6]([CH2:7][CH2:8][C:9]2=[O:12])=[CH:5][C:4]=1[N:13]1[CH2:18][CH2:17][O:16][CH2:15][CH2:14]1.[Cl:19][C:20]1[CH:21]=[C:22]([CH:25]=[CH:26][C:27]=1[C:28]([F:31])([F:30])[F:29])[CH:23]=O.CC1C=CC(S(O)(=O)=O)=CC=1. Given the product [Cl:19][C:20]1[CH:21]=[C:22]([CH:25]=[CH:26][C:27]=1[C:28]([F:29])([F:30])[F:31])/[CH:23]=[C:8]1/[C:9](=[O:12])[C:10]2[C:6]([CH2:7]/1)=[CH:5][C:4]([N:13]1[CH2:14][CH2:15][O:16][CH2:17][CH2:18]1)=[C:3]([O:2][CH3:1])[CH:11]=2, predict the reactants needed to synthesize it. (3) Given the product [NH2:8][C:7]1[C:2]([OH:1])=[C:3]([C:11]2[CH:16]=[CH:15][CH:14]=[C:13]([CH:17]=[C:18]3[S:22][C:21](=[O:23])[NH:20][C:19]3=[O:24])[CH:12]=2)[CH:4]=[CH:5][CH:6]=1, predict the reactants needed to synthesize it. The reactants are: [OH:1][C:2]1[C:7]([N+:8]([O-])=O)=[CH:6][CH:5]=[CH:4][C:3]=1[C:11]1[CH:16]=[CH:15][CH:14]=[C:13]([CH:17]=[C:18]2[S:22][C:21](=[O:23])[NH:20][C:19]2=[O:24])[CH:12]=1.[Sn](Cl)Cl. (4) Given the product [ClH:23].[ClH:23].[CH3:1][NH:2][CH2:3][CH2:4][N:5]1[CH2:10][CH2:9][S:8][C:7]2[CH:11]=[C:12]([NH:15][C:16]([C:18]3[O:19][CH:20]=[CH:21][CH:22]=3)=[NH:17])[CH:13]=[CH:14][C:6]1=2, predict the reactants needed to synthesize it. The reactants are: [CH3:1][NH:2][CH2:3][CH2:4][N:5]1[CH2:10][CH2:9][S:8][C:7]2[CH:11]=[C:12]([NH:15][C:16]([C:18]3[O:19][CH:20]=[CH:21][CH:22]=3)=[NH:17])[CH:13]=[CH:14][C:6]1=2.[ClH:23].CCOCC. (5) The reactants are: [Br:1][C:2]1[CH:19]=[CH:18][C:5]2[N:6]=[C:7]([C:9]3[CH:10]=[C:11]([CH:15]=[CH:16][CH:17]=3)[C:12]([NH2:14])=O)[O:8][C:4]=2[CH:3]=1.N1C=CC=CC=1.CN(C)C=O.C(Cl)(=O)C(Cl)=O. Given the product [Br:1][C:2]1[CH:19]=[CH:18][C:5]2[N:6]=[C:7]([C:9]3[CH:10]=[C:11]([CH:15]=[CH:16][CH:17]=3)[C:12]#[N:14])[O:8][C:4]=2[CH:3]=1, predict the reactants needed to synthesize it.